From a dataset of Full USPTO retrosynthesis dataset with 1.9M reactions from patents (1976-2016). Predict the reactants needed to synthesize the given product. (1) Given the product [Cl:1][C:2]1[CH:7]=[CH:6][C:5]([C:8]2[CH:13]=[C:12]([CH:14]3[CH2:16][CH2:15]3)[N:11]3[N:17]=[CH:18][C:19]([C:20]#[C:21][C:23]4[CH:24]=[CH:25][C:26]([O:38][CH3:39])=[C:27]([S:29]([NH:32][C:33]([CH3:36])([CH3:37])[CH2:34][OH:35])(=[O:31])=[O:30])[CH:28]=4)=[C:10]3[N:9]=2)=[CH:4][CH:3]=1, predict the reactants needed to synthesize it. The reactants are: [Cl:1][C:2]1[CH:7]=[CH:6][C:5]([C:8]2[CH:13]=[C:12]([CH:14]3[CH2:16][CH2:15]3)[N:11]3[N:17]=[CH:18][C:19]([C:20]#[CH:21])=[C:10]3[N:9]=2)=[CH:4][CH:3]=1.Br[C:23]1[CH:24]=[CH:25][C:26]([O:38][CH3:39])=[C:27]([S:29]([NH:32][C:33]([CH3:37])([CH3:36])[CH2:34][OH:35])(=[O:31])=[O:30])[CH:28]=1. (2) The reactants are: [O:1]=[C:2]1[C:10]2[C:5](=[CH:6][CH:7]=[CH:8][C:9]=2[CH2:11][CH2:12][C:13]2[C:18]([C:19]([F:22])([F:21])[F:20])=[CH:17][N:16]=[C:15]([NH:23][C:24]3[CH:29]=[CH:28][C:27]([N:30]4[CH2:35][CH2:34][N:33](C(OC(C)(C)C)=O)[CH2:32][CH2:31]4)=[CH:26][CH:25]=3)[N:14]=2)[CH2:4][NH:3]1.FC(F)(F)C(O)=O. Given the product [N:30]1([C:27]2[CH:26]=[CH:25][C:24]([NH:23][C:15]3[N:14]=[C:13]([CH2:12][CH2:11][C:9]4[CH:8]=[CH:7][CH:6]=[C:5]5[C:10]=4[C:2](=[O:1])[NH:3][CH2:4]5)[C:18]([C:19]([F:20])([F:21])[F:22])=[CH:17][N:16]=3)=[CH:29][CH:28]=2)[CH2:35][CH2:34][NH:33][CH2:32][CH2:31]1, predict the reactants needed to synthesize it. (3) Given the product [CH3:1][O:2][C:3]([C@@H:5]1[CH2:9][C@@H:8]([S:10]([C:13]2[CH:18]=[CH:17][CH:16]=[CH:15][C:14]=2[C:19]([F:22])([F:20])[F:21])(=[O:11])=[O:12])[CH2:7][N:6]1[C:28](=[O:27])[CH2:29][C:30]([CH:32]1[CH2:34][CH2:33]1)=[O:31])=[O:4], predict the reactants needed to synthesize it. The reactants are: [CH3:1][O:2][C:3]([C@@H:5]1[CH2:9][C@@H:8]([S:10]([C:13]2[CH:18]=[CH:17][CH:16]=[CH:15][C:14]=2[C:19]([F:22])([F:21])[F:20])(=[O:12])=[O:11])[CH2:7][NH:6]1)=[O:4].C([O:27][C:28](=O)[CH2:29][C:30]([CH:32]1[CH2:34][CH2:33]1)=[O:31])(C)(C)C. (4) Given the product [C:34]([O:33][C:31]([N:27]1[CH2:28][CH2:29][CH2:30][CH:25]([CH2:24][NH:23][C:2]2[CH:7]=[CH:6][N:5]=[C:4]3[CH:8]=[C:9]([C:11]4[CH:16]=[C:15]([O:17][CH3:18])[C:14]([O:19][CH3:20])=[C:13]([O:21][CH3:22])[CH:12]=4)[O:10][C:3]=23)[CH2:26]1)=[O:32])([CH3:37])([CH3:36])[CH3:35], predict the reactants needed to synthesize it. The reactants are: Cl[C:2]1[CH:7]=[CH:6][N:5]=[C:4]2[CH:8]=[C:9]([C:11]3[CH:16]=[C:15]([O:17][CH3:18])[C:14]([O:19][CH3:20])=[C:13]([O:21][CH3:22])[CH:12]=3)[O:10][C:3]=12.[NH2:23][CH2:24][CH:25]1[CH2:30][CH2:29][CH2:28][N:27]([C:31]([O:33][C:34]([CH3:37])([CH3:36])[CH3:35])=[O:32])[CH2:26]1. (5) Given the product [C:1]([C:5]1[O:6][C:7]2[C:13]([S:14]([N:26]3[CH2:27][CH2:28][N:23]([CH2:22][CH2:21][O:20][CH3:19])[CH2:24][CH2:25]3)(=[O:16])=[O:15])=[C:12]([Cl:18])[CH:11]=[CH:10][C:8]=2[N:9]=1)([CH3:4])([CH3:3])[CH3:2], predict the reactants needed to synthesize it. The reactants are: [C:1]([C:5]1[O:6][C:7]2[C:13]([S:14](Cl)(=[O:16])=[O:15])=[C:12]([Cl:18])[CH:11]=[CH:10][C:8]=2[N:9]=1)([CH3:4])([CH3:3])[CH3:2].[CH3:19][O:20][CH2:21][CH2:22][N:23]1[CH2:28][CH2:27][NH:26][CH2:25][CH2:24]1. (6) Given the product [CH2:27]([O:26][C:24]([NH:23][C@H:20]1[CH2:21][CH2:22][N:18]([C@H:5]2[CH2:4][CH2:3][C:2](=[O:49])[CH2:7][C@H:6]2[NH:8][C:9](=[O:17])[O:10][CH2:11][CH2:12][Si:13]([CH3:14])([CH3:16])[CH3:15])[C:19]1=[O:34])=[O:25])[C:28]1[CH:29]=[CH:30][CH:31]=[CH:32][CH:33]=1, predict the reactants needed to synthesize it. The reactants are: N[C@H:2]1[CH2:7][C@@H:6]([NH:8][C:9](=[O:17])[O:10][CH2:11][CH2:12][Si:13]([CH3:16])([CH3:15])[CH3:14])[C@@H:5]([N:18]2[CH2:22][CH2:21][C@H:20]([NH:23][C:24]([O:26][CH2:27][C:28]3[CH:33]=[CH:32][CH:31]=[CH:30][CH:29]=3)=[O:25])[C:19]2=[O:34])[CH2:4][CH2:3]1.C(C1C(=O)C(=[O:49])C=C(C(C)(C)C)C=1)(C)(C)C.C1COCC1.C(O)(=O)C(O)=O.